This data is from Reaction yield outcomes from USPTO patents with 853,638 reactions. The task is: Predict the reaction yield, written as a fraction of the theoretical maximum amount of product (1.0 means a 100% yield; for example, 0.34 means a 34% yield). (1) The reactants are Br[C:2]1[CH:24]=[C:23]([F:25])[CH:22]=[CH:21][C:3]=1[O:4][CH2:5][C:6]([N:8]([CH:18]([CH3:20])[CH3:19])[NH:9][C:10]([CH:12]1[CH2:17][CH2:16][S:15][CH2:14][CH2:13]1)=[O:11])=[O:7].C([O-])([O-])=O.[Na+].[Na+].[F:32][C:33]([F:45])([F:44])[O:34][C:35]1[CH:40]=[CH:39][CH:38]=[CH:37][C:36]=1B(O)O. The catalyst is COCCOC. The product is [F:25][C:23]1[CH:22]=[CH:21][C:3]([O:4][CH2:5][C:6]([N:8]([CH:18]([CH3:20])[CH3:19])[NH:9][C:10]([CH:12]2[CH2:17][CH2:16][S:15][CH2:14][CH2:13]2)=[O:11])=[O:7])=[C:2]([C:36]2[CH:37]=[CH:38][CH:39]=[CH:40][C:35]=2[O:34][C:33]([F:32])([F:45])[F:44])[CH:24]=1. The yield is 0.450. (2) The reactants are CC(OC(/N=N/C(OC(C)C)=O)=O)C.C1(P(C2C=CC=CC=2)C2C=CC=CC=2)C=CC=CC=1.[CH2:34]([O:36][C:37]([C:39]1[O:40][C:41]2[CH:47]=[CH:46][C:45]([OH:48])=[CH:44][C:42]=2[CH:43]=1)=[O:38])[CH3:35].[F:49][C:50]([F:61])([F:60])[CH:51]1[CH2:56][CH2:55][N:54]([CH2:57][CH2:58]O)[CH2:53][CH2:52]1. The catalyst is C(Cl)Cl. The product is [CH2:34]([O:36][C:37]([C:39]1[O:40][C:41]2[CH:47]=[CH:46][C:45]([O:48][CH2:58][CH2:57][N:54]3[CH2:55][CH2:56][CH:51]([C:50]([F:60])([F:49])[F:61])[CH2:52][CH2:53]3)=[CH:44][C:42]=2[CH:43]=1)=[O:38])[CH3:35]. The yield is 0.620. (3) The reactants are N1C=CC=CC=1.[C:7]1([CH3:17])[CH:12]=[CH:11][C:10]([S:13](Cl)(=[O:15])=[O:14])=[CH:9][CH:8]=1.[C:18]1([C:24]23[CH2:31][CH2:30][C:27]([CH2:32][OH:33])([CH2:28][CH2:29]2)[CH2:26][CH2:25]3)[CH:23]=[CH:22][CH:21]=[CH:20][CH:19]=1. The catalyst is C(Cl)Cl.CN(C)C1C=CN=CC=1. The product is [C:7]1([CH3:17])[CH:12]=[CH:11][C:10]([S:13]([O:33][CH2:32][C:27]23[CH2:26][CH2:25][C:24]([C:18]4[CH:19]=[CH:20][CH:21]=[CH:22][CH:23]=4)([CH2:29][CH2:28]2)[CH2:31][CH2:30]3)(=[O:15])=[O:14])=[CH:9][CH:8]=1. The yield is 0.890. (4) The reactants are [NH:1]1[C:5]2[CH:6]=[CH:7][C:8]([C:10]([OH:12])=O)=[CH:9][C:4]=2[N:3]=[CH:2]1.[CH3:13][C:14]1([CH3:28])[CH2:23][C@H:22]2[C@H:17]([CH2:18][CH2:19][CH2:20][NH:21]2)[C:16]2[CH:24]=[CH:25][CH:26]=[CH:27][C:15]1=2. No catalyst specified. The product is [NH:1]1[C:5]2[CH:6]=[CH:7][C:8]([C:10]([N:21]3[C@@H:22]4[C@@H:17]([C:16]5[CH:24]=[CH:25][CH:26]=[CH:27][C:15]=5[C:14]([CH3:28])([CH3:13])[CH2:23]4)[CH2:18][CH2:19][CH2:20]3)=[O:12])=[CH:9][C:4]=2[N:3]=[CH:2]1. The yield is 0.580. (5) The reactants are [Cl:1][C:2]1[CH:3]=[C:4]([NH2:9])[CH:5]=[CH:6][C:7]=1[F:8].[CH:10]1([NH:15][C:16]2[C:25]3[C:20](=[CH:21][N:22]=[C:23](F)[CH:24]=3)[N:19]=[CH:18][C:17]=2[C:27]#[N:28])[CH2:14][CH2:13][CH2:12][CH2:11]1.C(=O)([O-])[O-].[Cs+].[Cs+]. The catalyst is CN(C=O)C. The product is [Cl:1][C:2]1[CH:3]=[C:4]([NH:9][C:23]2[CH:24]=[C:25]3[C:20](=[CH:21][N:22]=2)[N:19]=[CH:18][C:17]([C:27]#[N:28])=[C:16]3[NH:15][CH:10]2[CH2:11][CH2:12][CH2:13][CH2:14]2)[CH:5]=[CH:6][C:7]=1[F:8]. The yield is 0.360. (6) The reactants are [N+:1]([C:4]1[CH:5]=[C:6]([CH:19]=[CH:20][C:21]=1[NH:22][C:23]([C:25]1[O:26][C:27]([NH:30][C:31]2[CH:36]=[C:35]([F:37])[C:34]([F:38])=[CH:33][C:32]=2[F:39])=[N:28][N:29]=1)=O)[O:7][C@H:8]1[CH2:13][CH2:12][C@H:11]([C:14]([O:16][CH2:17][CH3:18])=[O:15])[CH2:10][CH2:9]1)([O-])=O.C([O-])=O.[NH4+].CN(C=O)C.C(O)=O. The catalyst is [Pd].CCO. The product is [F:39][C:32]1[CH:33]=[C:34]([F:38])[C:35]([F:37])=[CH:36][C:31]=1[NH:30][C:27]1[O:26][C:25]([C:23]2[NH:1][C:4]3[CH:5]=[C:6]([O:7][C@H:8]4[CH2:13][CH2:12][C@H:11]([C:14]([O:16][CH2:17][CH3:18])=[O:15])[CH2:10][CH2:9]4)[CH:19]=[CH:20][C:21]=3[N:22]=2)=[N:29][N:28]=1. The yield is 0.300. (7) The reactants are [NH2:1][C:2]1[N:7]=[C:6]([NH:8][C:9]2[CH:14]=[CH:13][C:12]([CH2:15][OH:16])=[CH:11][CH:10]=2)[CH:5]=[C:4]([C:17]2[CH:22]=[C:21]([Cl:23])[CH:20]=[CH:19][C:18]=2[O:24][CH2:25][CH3:26])[N:3]=1.[C:27]1(=[O:33])[O:32][C:30](=[O:31])[CH2:29][CH2:28]1. The catalyst is C(Cl)(Cl)Cl. The product is [NH2:1][C:2]1[N:7]=[C:6]([NH:8][C:9]2[CH:14]=[CH:13][C:12]([CH2:15][O:16][C:27](=[O:33])[CH2:28][CH2:29][C:30]([OH:32])=[O:31])=[CH:11][CH:10]=2)[CH:5]=[C:4]([C:17]2[CH:22]=[C:21]([Cl:23])[CH:20]=[CH:19][C:18]=2[O:24][CH2:25][CH3:26])[N:3]=1. The yield is 0.810.